From a dataset of Full USPTO retrosynthesis dataset with 1.9M reactions from patents (1976-2016). Predict the reactants needed to synthesize the given product. (1) Given the product [CH3:1][O:2][C:3]([C:5]1[C:6]([OH:30])=[C:7]2[C:12](=[C:13]([Br:31])[N:14]=1)[N:11]([CH2:15][C:16]1[CH:21]=[CH:20][CH:19]=[CH:18][CH:17]=1)[C:10](=[O:22])[C:9]([CH2:23][C:24]1[CH:25]=[CH:26][CH:27]=[CH:28][CH:29]=1)=[CH:8]2)=[O:4], predict the reactants needed to synthesize it. The reactants are: [CH3:1][O:2][C:3]([C:5]1[C:6]([OH:30])=[C:7]2[C:12](=[CH:13][N:14]=1)[N:11]([CH2:15][C:16]1[CH:21]=[CH:20][CH:19]=[CH:18][CH:17]=1)[C:10](=[O:22])[C:9]([CH2:23][C:24]1[CH:29]=[CH:28][CH:27]=[CH:26][CH:25]=1)=[CH:8]2)=[O:4].[Br:31]N1C(=O)CCC1=O. (2) Given the product [C:15]1([C:10]2[C:11]3[NH:12][C:13]4[C:5](=[CH:4][CH:3]=[CH:2][CH:1]=4)[C:6]=3[CH:7]=[CH:8][CH:9]=2)[CH:20]=[CH:19][CH:18]=[CH:17][CH:16]=1, predict the reactants needed to synthesize it. The reactants are: [CH:1]1[C:13]2[NH:12][C:11]3[C:6](=[CH:7][CH:8]=[CH:9][CH:10]=3)[C:5]=2[CH:4]=[CH:3][CH:2]=1.I[C:15]1[CH:20]=[CH:19][CH:18]=[CH:17][CH:16]=1.C(O[Na])(C)(C)C. (3) Given the product [CH3:16][N:17]([CH3:21])[CH2:18][CH2:19][S:20][C:2]1[CH:3]=[CH:4][C:5]([C:6]([OH:8])=[O:7])=[CH:13][CH:14]=1, predict the reactants needed to synthesize it. The reactants are: F[C:2]1[CH:14]=[CH:13][C:5]([C:6]([O:8]C(C)(C)C)=[O:7])=[CH:4][CH:3]=1.Cl.[CH3:16][N:17]([CH3:21])[CH2:18][CH2:19][SH:20].C(=O)([O-])[O-].[K+].[K+]. (4) The reactants are: [OH:1][C:2]1[CH:3]=[C:4]([C:8]2[C:17]3[C:12](=[C:13]([C:18]([F:21])([F:20])[F:19])[CH:14]=[CH:15][CH:16]=3)[N:11]=[CH:10][C:9]=2[C:22]([C:24]2[CH:29]=[CH:28][CH:27]=[CH:26][CH:25]=2)=[O:23])[CH:5]=[CH:6][CH:7]=1.Br[CH2:31][C:32]1[CH:37]=[CH:36][CH:35]=[C:34]([CH3:38])[CH:33]=1. Given the product [CH3:31][C:32]1[CH:33]=[C:34]([CH:35]=[CH:36][CH:37]=1)[CH2:38][O:1][C:2]1[CH:3]=[C:4]([C:8]2[C:17]3[C:12](=[C:13]([C:18]([F:21])([F:19])[F:20])[CH:14]=[CH:15][CH:16]=3)[N:11]=[CH:10][C:9]=2[C:22]([C:24]2[CH:25]=[CH:26][CH:27]=[CH:28][CH:29]=2)=[O:23])[CH:5]=[CH:6][CH:7]=1, predict the reactants needed to synthesize it. (5) The reactants are: ClC1C=CC=C(F)C=1C(=O)C.[Cl:12][C:13]1[CH:18]=[CH:17][CH:16]=[C:15]([F:19])[C:14]=1[CH:20]1[NH:25][C:24]2[CH:26]=[CH:27][C:28](B3OC(C)(C)C(C)(C)O3)=[CH:29][C:23]=2[O:22][CH2:21]1.Br[C:40]1[CH:45]=[CH:44][C:43]([C:46]([F:49])([F:48])[F:47])=[CH:42][C:41]=1[CH3:50]. Given the product [Cl:12][C:13]1[CH:18]=[CH:17][CH:16]=[C:15]([F:19])[C:14]=1[CH:20]1[NH:25][C:24]2[CH:26]=[CH:27][C:28]([C:40]3[CH:45]=[CH:44][C:43]([C:46]([F:47])([F:49])[F:48])=[CH:42][C:41]=3[CH3:50])=[CH:29][C:23]=2[O:22][CH2:21]1, predict the reactants needed to synthesize it. (6) Given the product [OH:28][CH2:27][C:26]([NH:31][C:32](=[O:34])[CH3:33])([CH2:29][OH:30])[CH2:25][C:10]1[C:11]2[C:16](=[CH:15][C:14]([CH2:17][CH2:18][CH2:19][CH2:20][CH2:21][CH2:22][CH2:23][CH3:24])=[CH:13][CH:12]=2)[NH:8][CH:9]=1, predict the reactants needed to synthesize it. The reactants are: C(OC([N:8]1[C:16]2[C:11](=[CH:12][CH:13]=[C:14]([CH2:17][CH2:18][CH2:19][CH2:20][CH2:21][CH2:22][CH2:23][CH3:24])[CH:15]=2)[C:10]([CH2:25][C:26]([NH:31][C:32](=[O:34])[CH3:33])([CH2:29][OH:30])[CH2:27][OH:28])=[CH:9]1)=O)(C)(C)C.FC(F)(F)C(O)=O. (7) Given the product [CH2:24]([N:26]([C:27]1[CH:32]=[CH:31][CH:30]=[CH:29][CH:28]=1)[C:17](=[O:19])[C:16]1[CH:20]=[CH:21][CH:22]=[C:14]([N:6]2[C:5](=[O:23])[C:4]3[C:9](=[CH:10][CH:11]=[CH:12][C:3]=3[CH2:2][OH:1])[NH:8][C:7]2=[O:13])[CH:15]=1)[CH3:25], predict the reactants needed to synthesize it. The reactants are: [OH:1][CH2:2][C:3]1[CH:12]=[CH:11][CH:10]=[C:9]2[C:4]=1[C:5](=[O:23])[N:6]([C:14]1[CH:15]=[C:16]([CH:20]=[CH:21][CH:22]=1)[C:17]([OH:19])=O)[C:7](=[O:13])[NH:8]2.[CH2:24]([NH:26][C:27]1[CH:32]=[CH:31][CH:30]=[CH:29][CH:28]=1)[CH3:25].CN1C=CN=C1.Cl.N=C=N. (8) Given the product [Br:19][C:20]1[C:21]([C:36]([O:38][CH2:39][CH3:40])=[O:37])=[C:22]([CH2:34][N:11]([CH2:12][C:13]([O:15][CH3:16])=[O:14])[S:8]([C:5]2[CH:6]=[CH:7][C:2]([CH3:1])=[CH:3][CH:4]=2)(=[O:10])=[O:9])[N:23]([CH2:26][C:27]2[CH:28]=[CH:29][C:30]([F:33])=[CH:31][CH:32]=2)[C:24]=1[Br:25], predict the reactants needed to synthesize it. The reactants are: [CH3:1][C:2]1[CH:7]=[CH:6][C:5]([S:8]([NH:11][CH2:12][C:13]([O:15][CH3:16])=[O:14])(=[O:10])=[O:9])=[CH:4][CH:3]=1.[H-].[Na+].[Br:19][C:20]1[C:21]([C:36]([O:38][CH2:39][CH3:40])=[O:37])=[C:22]([CH2:34]Br)[N:23]([CH2:26][C:27]2[CH:32]=[CH:31][C:30]([F:33])=[CH:29][CH:28]=2)[C:24]=1[Br:25].CO.